Dataset: NCI-60 drug combinations with 297,098 pairs across 59 cell lines. Task: Regression. Given two drug SMILES strings and cell line genomic features, predict the synergy score measuring deviation from expected non-interaction effect. (1) Drug 1: CN(C)C1=NC(=NC(=N1)N(C)C)N(C)C. Drug 2: CC(C)(C#N)C1=CC(=CC(=C1)CN2C=NC=N2)C(C)(C)C#N. Cell line: 786-0. Synergy scores: CSS=-8.47, Synergy_ZIP=-0.122, Synergy_Bliss=-5.26, Synergy_Loewe=-13.2, Synergy_HSA=-8.04. (2) Drug 1: CC1=C(C(CCC1)(C)C)C=CC(=CC=CC(=CC(=O)O)C)C. Drug 2: CC1=C(N=C(N=C1N)C(CC(=O)N)NCC(C(=O)N)N)C(=O)NC(C(C2=CN=CN2)OC3C(C(C(C(O3)CO)O)O)OC4C(C(C(C(O4)CO)O)OC(=O)N)O)C(=O)NC(C)C(C(C)C(=O)NC(C(C)O)C(=O)NCCC5=NC(=CS5)C6=NC(=CS6)C(=O)NCCC[S+](C)C)O. Cell line: UACC-257. Synergy scores: CSS=5.35, Synergy_ZIP=-3.27, Synergy_Bliss=-0.761, Synergy_Loewe=-0.0291, Synergy_HSA=0.564. (3) Drug 1: C1=CC(=CC=C1C#N)C(C2=CC=C(C=C2)C#N)N3C=NC=N3. Drug 2: CCN(CC)CCNC(=O)C1=C(NC(=C1C)C=C2C3=C(C=CC(=C3)F)NC2=O)C. Cell line: UACC-257. Synergy scores: CSS=-3.04, Synergy_ZIP=0.868, Synergy_Bliss=-0.167, Synergy_Loewe=-4.76, Synergy_HSA=-4.25. (4) Drug 1: C1=CC(=CC=C1CCC2=CNC3=C2C(=O)NC(=N3)N)C(=O)NC(CCC(=O)O)C(=O)O. Drug 2: CCC(=C(C1=CC=CC=C1)C2=CC=C(C=C2)OCCN(C)C)C3=CC=CC=C3.C(C(=O)O)C(CC(=O)O)(C(=O)O)O. Cell line: PC-3. Synergy scores: CSS=39.3, Synergy_ZIP=-1.26, Synergy_Bliss=-4.46, Synergy_Loewe=-21.4, Synergy_HSA=-3.29. (5) Drug 1: CC1OCC2C(O1)C(C(C(O2)OC3C4COC(=O)C4C(C5=CC6=C(C=C35)OCO6)C7=CC(=C(C(=C7)OC)O)OC)O)O. Drug 2: CC1=C(C(=CC=C1)Cl)NC(=O)C2=CN=C(S2)NC3=CC(=NC(=N3)C)N4CCN(CC4)CCO. Cell line: SW-620. Synergy scores: CSS=51.6, Synergy_ZIP=8.10, Synergy_Bliss=5.74, Synergy_Loewe=0.663, Synergy_HSA=8.27. (6) Drug 1: C1=CC(=CC=C1C#N)C(C2=CC=C(C=C2)C#N)N3C=NC=N3. Drug 2: C1=NC2=C(N=C(N=C2N1C3C(C(C(O3)CO)O)O)F)N. Cell line: MDA-MB-435. Synergy scores: CSS=3.27, Synergy_ZIP=-0.00525, Synergy_Bliss=5.00, Synergy_Loewe=-1.10, Synergy_HSA=-0.399. (7) Drug 1: C1CC2CC3=C(CC1C24CN(S(=O)(=O)N4)CC(F)(F)F)C=CC(=C3)C=CCN5CCC(CC5)C(F)(F)F. Drug 2: CCC1=CC2CC(C3=C(CN(C2)C1)C4=CC=CC=C4N3)(C5=C(C=C6C(=C5)C78CCN9C7C(C=CC9)(C(C(C8N6C)(C(=O)OC)O)OC(=O)C)CC)OC)C(=O)OC. Cell line: HCT116. Synergy scores: CSS=57.9, Synergy_ZIP=3.71, Synergy_Bliss=3.92, Synergy_Loewe=1.06, Synergy_HSA=6.08.